Dataset: Reaction yield outcomes from USPTO patents with 853,638 reactions. Task: Predict the reaction yield, written as a fraction of the theoretical maximum amount of product (1.0 means a 100% yield; for example, 0.34 means a 34% yield). (1) The reactants are [CH3:1][C:2]1[O:6][N:5]=[C:4]([C:7]2[CH:12]=[CH:11][CH:10]=[CH:9][CH:8]=2)[C:3]=1[C:13]([OH:15])=O.[S:16]1[CH:20]=[CH:19][CH:18]=[C:17]1[C:21]([NH:23][NH2:24])=O.[Cl-].ClC1N(C)C=C[N+]=1C.C(N(CC)CC)C. The catalyst is ClCCl. The yield is 0.430. The product is [CH3:1][C:2]1[O:6][N:5]=[C:4]([C:7]2[CH:8]=[CH:9][CH:10]=[CH:11][CH:12]=2)[C:3]=1[C:13]1[O:15][C:21]([C:17]2[S:16][CH:20]=[CH:19][CH:18]=2)=[N:23][N:24]=1. (2) The reactants are [CH2:1]([N:8]1[CH2:13][CH2:12][C:11]([NH:21][C:22]2[CH:27]=[CH:26][CH:25]=[CH:24][CH:23]=2)([C:14]2[CH:19]=[CH:18][CH:17]=[C:16](Br)[N:15]=2)[CH2:10][CH2:9]1)[C:2]1[CH:7]=[CH:6][CH:5]=[CH:4][CH:3]=1.[Li+].CCC[CH2-].[CH3:33][S:34]SC.O. The catalyst is O1CCCC1. The product is [CH2:1]([N:8]1[CH2:13][CH2:12][C:11]([NH:21][C:22]2[CH:27]=[CH:26][CH:25]=[CH:24][CH:23]=2)([C:14]2[CH:19]=[CH:18][CH:17]=[C:16]([S:34][CH3:33])[N:15]=2)[CH2:10][CH2:9]1)[C:2]1[CH:7]=[CH:6][CH:5]=[CH:4][CH:3]=1. The yield is 0.720. (3) The reactants are [CH3:1][O:2][C:3]1[CH:8]=[CH:7][CH:6]=[CH:5][C:4]=1[O:9][CH3:10].[C:11]([O:14][CH:15](OC(=O)C)[C:16]([CH3:18])=[CH2:17])(=[O:13])[CH3:12]. The catalyst is [Cl-].[Zn+2].[Cl-]. The product is [C:11]([O:14][CH:15]=[C:16]([CH3:18])[CH2:17][C:6]1[CH:7]=[CH:8][C:3]([O:2][CH3:1])=[C:4]([O:9][CH3:10])[CH:5]=1)(=[O:13])[CH3:12]. The yield is 0.951.